This data is from Full USPTO retrosynthesis dataset with 1.9M reactions from patents (1976-2016). The task is: Predict the reactants needed to synthesize the given product. Given the product [CH2:1]([O:8][CH2:9][CH:10]1[CH:16]([CH2:17][I:24])[O:15][C:14](=[O:23])[NH:13]1)[C:2]1[CH:3]=[CH:4][CH:5]=[CH:6][CH:7]=1, predict the reactants needed to synthesize it. The reactants are: [CH2:1]([O:8][CH2:9][CH:10]([NH:13][C:14](=[O:23])[O:15][CH2:16][C:17]1C=CC=CC=1)C=C)[C:2]1[CH:7]=[CH:6][CH:5]=[CH:4][CH:3]=1.[I:24]I.